From a dataset of Full USPTO retrosynthesis dataset with 1.9M reactions from patents (1976-2016). Predict the reactants needed to synthesize the given product. (1) Given the product [ClH:46].[N:48]1[CH:42]=[CH:43][C:44]([CH2:57][N:12]([C@@H:4]([CH2:5][C:6]2[CH:7]=[CH:8][CH:9]=[CH:10][CH:11]=2)[C:1]([N:25]([CH:26]([CH3:27])[CH3:28])[CH3:29])=[O:3])[C:13](=[O:22])[OH:14])=[CH:45][CH:47]=1, predict the reactants needed to synthesize it. The reactants are: [C:1]([C@@H:4]([NH:12][C:13](=[O:22])[O:14]CC1C=CN=CC=1)[CH2:5][C:6]1[CH:11]=[CH:10][CH:9]=[CH:8][CH:7]=1)([OH:3])=O.CC[N:25]([CH:29](C)C)[CH:26]([CH3:28])[CH3:27].CN(C(ON1N=[N:48][C:42]2[CH:43]=[CH:44][C:45](=[CH:47]C1=2)[Cl:46])=[N+](C)C)C.F[P-](F)(F)(F)(F)F.[CH3:57]NC(C)C.Cl.CCOCC. (2) Given the product [OH:40][C@@H:37]1[CH2:38][CH2:39][N:35]([CH2:30][C:28]2[C:27]([CH3:32])=[N:26][N:25]([C:23]3[C:22]([CH3:33])=[CH:21][N:20]=[C:19]([NH:18][C:4]4[C:3]([O:2][CH3:1])=[CH:8][C:7]([N:9]5[CH2:14][CH2:13][O:12][CH2:11][CH2:10]5)=[C:6]([NH:15][C:3](=[O:2])[CH:4]=[CH2:5])[CH:5]=4)[N:24]=3)[CH:29]=2)[CH2:36]1, predict the reactants needed to synthesize it. The reactants are: [CH3:1][O:2][C:3]1[CH:8]=[C:7]([N:9]2[CH2:14][CH2:13][O:12][CH2:11][CH2:10]2)[C:6]([N+:15]([O-])=O)=[CH:5][C:4]=1[NH:18][C:19]1[N:24]=[C:23]([N:25]2[CH:29]=[C:28]([CH:30]=O)[C:27]([CH3:32])=[N:26]2)[C:22]([CH3:33])=[CH:21][N:20]=1.Cl.[NH:35]1[CH2:39][CH2:38][C@@H:37]([OH:40])[CH2:36]1.